From a dataset of Full USPTO retrosynthesis dataset with 1.9M reactions from patents (1976-2016). Predict the reactants needed to synthesize the given product. (1) Given the product [CH3:16][C:2]([S:1][S:27][CH3:26])([CH3:17])[CH2:3][S:4][CH2:5][C:6]1[CH:11]=[C:10]([CH2:12][OH:13])[CH:9]=[C:8]([CH2:14][OH:15])[CH:7]=1, predict the reactants needed to synthesize it. The reactants are: [SH:1][C:2]([CH3:17])([CH3:16])[CH2:3][S:4][CH2:5][C:6]1[CH:7]=[C:8]([CH2:14][OH:15])[CH:9]=[C:10]([CH2:12][OH:13])[CH:11]=1.P([O-])([O-])([O-])=O.[K+].[K+].[K+].[CH3:26][S:27](=O)(SC)=O. (2) Given the product [CH3:1][C:2]1([CH:8]=[O:9])[CH2:7][CH2:6][O:5][CH2:4][CH2:3]1, predict the reactants needed to synthesize it. The reactants are: [CH3:1][C:2]1([CH2:8][OH:9])[CH2:7][CH2:6][O:5][CH2:4][CH2:3]1.CC(OI1(OC(C)=O)(OC(C)=O)OC(=O)C2C=CC=CC1=2)=O. (3) Given the product [N:23]1([CH2:6][CH2:1][O:7][C:8](=[O:22])[NH:9][C:10]2[S:11][C:12]3[CH:18]=[C:17]([S:19][C:20]#[N:21])[CH:16]=[CH:15][C:13]=3[N:14]=2)[CH2:28][CH2:27][O:26][CH2:25][CH2:24]1, predict the reactants needed to synthesize it. The reactants are: [C:1]1([O:7][C:8](=[O:22])[NH:9][C:10]2[S:11][C:12]3[CH:18]=[C:17]([S:19][C:20]#[N:21])[CH:16]=[CH:15][C:13]=3[N:14]=2)[CH:6]=CC=CC=1.[N:23]1(CCN)[CH2:28][CH2:27][O:26][CH2:25][CH2:24]1. (4) Given the product [CH:28]1([C:27]2[C:22]([O:14][C:11]3[CH:12]=[CH:13][C:8]([NH:7][C:2]4[CH:3]=[CH:4][CH:5]=[CH:6][N:1]=4)=[CH:9][CH:10]=3)=[N:23][CH:24]=[CH:25][N:26]=2)[CH2:29][CH2:30][CH2:31][CH2:32]1, predict the reactants needed to synthesize it. The reactants are: [N:1]1[CH:6]=[CH:5][CH:4]=[CH:3][C:2]=1[NH:7][C:8]1[CH:13]=[CH:12][C:11]([OH:14])=[CH:10][CH:9]=1.C(=O)([O-])[O-].[Cs+].[Cs+].Cl[C:22]1[C:27]([CH:28]2[CH2:32][CH2:31][CH2:30][CH2:29]2)=[N:26][CH:25]=[CH:24][N:23]=1.